From a dataset of Reaction yield outcomes from USPTO patents with 853,638 reactions. Predict the reaction yield, written as a fraction of the theoretical maximum amount of product (1.0 means a 100% yield; for example, 0.34 means a 34% yield). The reactants are [CH3:1][O:2][C:3]([C:5]([C:7]1[CH:12]=[CH:11][CH:10]=[CH:9][CH:8]=1)=[O:6])=[O:4].C=C[C@@H]1[C@@H]2C[C@@H]([C@H](O)C3C4C(=CC=CC=4)N=CC=3)N(CC2)C1.[H][H]. The catalyst is C1(C)C=CC=CC=1. The product is [C:3]([O:2][CH3:1])(=[O:4])[C@@H:5]([C:7]1[CH:12]=[CH:11][CH:10]=[CH:9][CH:8]=1)[OH:6]. The yield is 0.997.